From a dataset of Kir2.1 potassium channel HTS with 301,493 compounds. Binary Classification. Given a drug SMILES string, predict its activity (active/inactive) in a high-throughput screening assay against a specified biological target. (1) The drug is S(=O)(=O)(NC1CN(C(=O)C1)c1cc2OCCOc2cc1)c1c(F)ccc(F)c1. The result is 0 (inactive). (2) The compound is Clc1cc2c(CN3CCc4c(C3)cc(OC)c(OC)c4)cc(oc2cc1C)=O. The result is 0 (inactive).